Dataset: Peptide-MHC class II binding affinity with 134,281 pairs from IEDB. Task: Regression. Given a peptide amino acid sequence and an MHC pseudo amino acid sequence, predict their binding affinity value. This is MHC class II binding data. The binding affinity (normalized) is 0.340. The peptide sequence is FGWLVIGVAFLAVFQ. The MHC is DRB1_0101 with pseudo-sequence DRB1_0101.